Dataset: Reaction yield outcomes from USPTO patents with 853,638 reactions. Task: Predict the reaction yield, written as a fraction of the theoretical maximum amount of product (1.0 means a 100% yield; for example, 0.34 means a 34% yield). (1) The reactants are Cl[CH:2]([CH:15]1[CH2:20][CH2:19][CH2:18][CH2:17][CH2:16]1)[C:3]1[C:7]2[CH:8]=[CH:9][C:10]([O:12][CH3:13])=[CH:11][C:6]=2[O:5][C:4]=1[CH3:14].[NH2:21][C:22]1[CH:27]=[CH:26][C:25]([C:28]([N:30]([CH3:38])[CH2:31][CH2:32][C:33]([O:35][CH2:36][CH3:37])=[O:34])=[O:29])=[CH:24][CH:23]=1.[I-].[Na+].C(=O)([O-])[O-].[Na+].[Na+].[Cl-].[NH4+]. The catalyst is CN(C)C=O. The product is [CH:15]1([CH:2]([NH:21][C:22]2[CH:23]=[CH:24][C:25]([C:28]([N:30]([CH3:38])[CH2:31][CH2:32][C:33]([O:35][CH2:36][CH3:37])=[O:34])=[O:29])=[CH:26][CH:27]=2)[C:3]2[C:7]3[CH:8]=[CH:9][C:10]([O:12][CH3:13])=[CH:11][C:6]=3[O:5][C:4]=2[CH3:14])[CH2:20][CH2:19][CH2:18][CH2:17][CH2:16]1. The yield is 0.850. (2) The reactants are Cl[S:2]([C:5]1[CH:14]=[CH:13][C:8]([C:9]([O:11][CH3:12])=[O:10])=[CH:7][CH:6]=1)(=[O:4])=[O:3].[CH3:15][O:16][C:17]1[CH:22]=[CH:21][C:20]([CH2:23][NH2:24])=[CH:19][CH:18]=1.C(N(CC)CC)C. The catalyst is ClCCl. The product is [CH3:15][O:16][C:17]1[CH:22]=[CH:21][C:20]([CH2:23][NH:24][S:2]([C:5]2[CH:14]=[CH:13][C:8]([C:9]([O:11][CH3:12])=[O:10])=[CH:7][CH:6]=2)(=[O:4])=[O:3])=[CH:19][CH:18]=1. The yield is 0.748. (3) The catalyst is C(O)C.O. The reactants are [O:1]=[S:2]1(=[O:34])[C:8]2[CH:9]=[C:10]([O:15][CH2:16][C:17]([O:19]CC)=[O:18])[C:11]([O:13][CH3:14])=[CH:12][C:7]=2[N:6]([C:22]2[CH:27]=[CH:26][CH:25]=[CH:24][CH:23]=2)[CH2:5][C:4]([CH2:30][CH2:31][CH2:32][CH3:33])([CH2:28][CH3:29])[CH2:3]1.[OH-].[Na+].C(O)(=O)C. The yield is 0.970. The product is [O:34]=[S:2]1(=[O:1])[C:8]2[CH:9]=[C:10]([O:15][CH2:16][C:17]([OH:19])=[O:18])[C:11]([O:13][CH3:14])=[CH:12][C:7]=2[N:6]([C:22]2[CH:27]=[CH:26][CH:25]=[CH:24][CH:23]=2)[CH2:5][C:4]([CH2:30][CH2:31][CH2:32][CH3:33])([CH2:28][CH3:29])[CH2:3]1. (4) The reactants are [F:1][C:2]([F:11])([F:10])[C:3]1[CH:4]=[CH:5][C:6]([NH2:9])=[N:7][CH:8]=1.[C:12]([C:14]1[CH:15]=[C:16]([CH:19]=[CH:20][CH:21]=1)[CH:17]=O)#[CH:13].O.C1(C)C=CC(S(O)(=O)=O)=CC=1.[N+:34]([C:36]([CH3:39])([CH3:38])[CH3:37])#[C-:35]. The catalyst is CO.O. The product is [C:36]([NH:34][C:35]1[N:7]2[CH:8]=[C:3]([C:2]([F:1])([F:10])[F:11])[CH:4]=[CH:5][C:6]2=[N:9][C:17]=1[C:16]1[CH:19]=[CH:20][CH:21]=[C:14]([C:12]#[CH:13])[CH:15]=1)([CH3:39])([CH3:38])[CH3:37]. The yield is 0.544. (5) The reactants are [O:1]1[C:5]2[CH:6]=[CH:7][C:8]([CH:10]([CH2:15][C:16]([OH:18])=[O:17])[CH2:11][C:12]([OH:14])=O)=[CH:9][C:4]=2[O:3][CH2:2]1. The catalyst is C(OC(=O)C)(=O)C. The product is [O:1]1[C:5]2[CH:6]=[CH:7][C:8]([CH:10]3[CH2:11][C:12](=[O:14])[O:18][C:16](=[O:17])[CH2:15]3)=[CH:9][C:4]=2[O:3][CH2:2]1. The yield is 0.700. (6) The yield is 0.720. The reactants are O=[C:2]1[CH2:7][CH2:6][N:5]([C:8]([O:10][C:11]([CH3:14])([CH3:13])[CH3:12])=[O:9])[CH2:4][CH:3]1[C:15]([O:17]C)=O.[Br:19][C:20]1[CH:25]=[CH:24][C:23]([NH:26][C:27]([NH2:29])=[NH:28])=[CH:22][CH:21]=1.[O-]CC.[Na+]. The product is [Br:19][C:20]1[CH:21]=[CH:22][C:23]([NH:26][C:27]2[N:28]=[C:15]([OH:17])[C:3]3[CH2:4][N:5]([C:8]([O:10][C:11]([CH3:12])([CH3:13])[CH3:14])=[O:9])[CH2:6][CH2:7][C:2]=3[N:29]=2)=[CH:24][CH:25]=1. The catalyst is C(O)C. (7) The reactants are [BrH:1].Cl.[NH2:3][C:4]1[C:5]([OH:20])=[C:6]([C:11]2[CH:16]=[CH:15][CH:14]=[C:13]([C:17]([OH:19])=[O:18])[CH:12]=2)[CH:7]=[C:8]([F:10])[CH:9]=1. The catalyst is C(OCC)(=O)C. The product is [BrH:1].[NH2:3][C:4]1[C:5]([OH:20])=[C:6]([C:11]2[CH:16]=[CH:15][CH:14]=[C:13]([C:17]([OH:19])=[O:18])[CH:12]=2)[CH:7]=[C:8]([F:10])[CH:9]=1. The yield is 0.548. (8) The reactants are [CH3:1][O:2][C:3](=[O:11])[C:4]1[CH:9]=[CH:8][CH:7]=[CH:6][C:5]=1[CH3:10].[Br:12]N1C(=O)CCC1=O.N(C1(C#N)CCCCC1)=NC1(C#N)CCCCC1. The catalyst is C(Cl)(Cl)(Cl)Cl. The product is [CH3:1][O:2][C:3](=[O:11])[C:4]1[CH:9]=[CH:8][CH:7]=[CH:6][C:5]=1[CH2:10][Br:12]. The yield is 0.780. (9) The reactants are [N:1]1([C:7]2[CH:14]=[CH:13][C:10]([CH:11]=O)=[C:9]([C:15]([F:18])([F:17])[F:16])[CH:8]=2)[CH2:6][CH2:5][O:4][CH2:3][CH2:2]1.[CH3:19][C@@H:20]1[CH2:25][NH:24][CH2:23][CH2:22][N:21]1[C:26]([O:28][C:29]([CH3:32])([CH3:31])[CH3:30])=[O:27].ClCCCl.C(O[BH-](OC(=O)C)OC(=O)C)(=O)C.[Na+]. The catalyst is O. The product is [CH3:19][C@@H:20]1[CH2:25][N:24]([CH2:11][C:10]2[CH:13]=[CH:14][C:7]([N:1]3[CH2:6][CH2:5][O:4][CH2:3][CH2:2]3)=[CH:8][C:9]=2[C:15]([F:18])([F:17])[F:16])[CH2:23][CH2:22][N:21]1[C:26]([O:28][C:29]([CH3:30])([CH3:32])[CH3:31])=[O:27]. The yield is 0.990.